This data is from Full USPTO retrosynthesis dataset with 1.9M reactions from patents (1976-2016). The task is: Predict the reactants needed to synthesize the given product. (1) Given the product [CH2:42]([N:44]1[CH2:49][CH2:48][N:47]([C:16]([C@@H:14]2[CH2:15][C@H:12]([NH:11][C:9](=[O:10])[O:8][CH2:1][C:2]3[CH:3]=[CH:4][CH:5]=[CH:6][CH:7]=3)[C:13]2([CH3:20])[CH3:19])=[O:18])[CH2:46][CH2:45]1)[CH3:43], predict the reactants needed to synthesize it. The reactants are: [CH2:1]([O:8][C:9]([NH:11][C@H:12]1[CH2:15][C@@H:14]([C:16]([OH:18])=O)[C:13]1([CH3:20])[CH3:19])=[O:10])[C:2]1[CH:7]=[CH:6][CH:5]=[CH:4][CH:3]=1.CCN=C=NCCCN(C)C.C1C=CC2N(O)N=NC=2C=1.[CH2:42]([N:44]1[CH2:49][CH2:48][NH:47][CH2:46][CH2:45]1)[CH3:43]. (2) Given the product [CH3:1][N:2]1[C:6]([CH3:7])=[C:5]([CH2:8][N:10]2[CH2:15][CH2:14][CH:13]([C:16]3[CH:38]=[CH:37][C:19]([C:20]([NH:22][C:23]4[CH:28]=[CH:27][CH:26]=[CH:25][C:24]=4[NH:29][C:30](=[O:36])[O:31][C:32]([CH3:34])([CH3:35])[CH3:33])=[O:21])=[CH:18][CH:17]=3)[CH2:12][CH2:11]2)[CH:4]=[N:3]1, predict the reactants needed to synthesize it. The reactants are: [CH3:1][N:2]1[C:6]([CH3:7])=[C:5]([CH:8]=O)[CH:4]=[N:3]1.[NH:10]1[CH2:15][CH2:14][CH:13]([C:16]2[CH:38]=[CH:37][C:19]([C:20]([NH:22][C:23]3[CH:28]=[CH:27][CH:26]=[CH:25][C:24]=3[NH:29][C:30](=[O:36])[O:31][C:32]([CH3:35])([CH3:34])[CH3:33])=[O:21])=[CH:18][CH:17]=2)[CH2:12][CH2:11]1.C(O)(=O)C.C(O[BH-](OC(=O)C)OC(=O)C)(=O)C.[Na+].C(=O)(O)[O-].[Na+]. (3) Given the product [CH3:13][O:12][C:1]([C:2]1[CH:3]=[C:4]([OH:5])[C:6]2[O:7][C:15]([CH3:17])([CH3:14])[O:9][C:8]=2[CH:10]=1)=[O:11], predict the reactants needed to synthesize it. The reactants are: [C:1]([O:12][CH3:13])(=[O:11])[C:2]1[CH:10]=[C:8]([OH:9])[C:6]([OH:7])=[C:4]([OH:5])[CH:3]=1.[CH3:14][C:15]([CH3:17])=O. (4) Given the product [CH3:1][O:2][C:3]1[CH:4]=[C:5]([O:6][CH:7]2[CH2:12][CH2:11][N:10]([CH3:13])[CH2:9][CH2:8]2)[CH:14]=[CH:15][C:16]=1[NH2:17], predict the reactants needed to synthesize it. The reactants are: [CH3:1][O:2][C:3]1[CH:4]=[C:5]([CH:14]=[CH:15][C:16]=1[N+:17]([O-])=O)[O:6][CH:7]1[CH2:12][CH2:11][N:10]([CH3:13])[CH2:9][CH2:8]1.[H][H]. (5) Given the product [F:1][C:2]1[CH:15]=[CH:14][CH:13]=[C:12]([F:16])[C:3]=1[C:4]([NH:6][C:7]1[CH:11]=[CH:10][N:9]([CH2:28][C:29]2[C:34]([C:35]([F:36])([F:38])[F:37])=[CH:33][CH:32]=[CH:31][C:30]=2[F:39])[N:8]=1)=[O:5], predict the reactants needed to synthesize it. The reactants are: [F:1][C:2]1[CH:15]=[CH:14][CH:13]=[C:12]([F:16])[C:3]=1[C:4]([NH:6][C:7]1[CH:11]=[CH:10][NH:9][N:8]=1)=[O:5].C[Si]([N-][Si](C)(C)C)(C)C.[Li+].Br[CH2:28][C:29]1[C:34]([C:35]([F:38])([F:37])[F:36])=[CH:33][CH:32]=[CH:31][C:30]=1[F:39].